The task is: Predict the reactants needed to synthesize the given product.. This data is from Full USPTO retrosynthesis dataset with 1.9M reactions from patents (1976-2016). (1) The reactants are: [OH:1][C:2]1[CH:9]=[CH:8][CH:7]=[CH:6][C:3]=1[CH:4]=[O:5].C([O-])([O-])=O.[K+].[K+].[CH3:16][O:17][C:18](=[O:22])[CH:19](Br)[CH3:20]. Given the product [CH3:16][O:17][C:18](=[O:22])[CH:19]([O:1][C:2]1[CH:9]=[CH:8][CH:7]=[CH:6][C:3]=1[CH:4]=[O:5])[CH3:20], predict the reactants needed to synthesize it. (2) Given the product [F:12][C:4]1[C:5]2[O:10][CH2:9][CH2:8][O:7][C:6]=2[CH:11]=[C:2]([OH:19])[CH:3]=1, predict the reactants needed to synthesize it. The reactants are: Br[C:2]1[CH:3]=[C:4]([F:12])[C:5]2[O:10][CH2:9][CH2:8][O:7][C:6]=2[CH:11]=1.C([Li])CCC.B(OC)(OC)[O:19]C.OO. (3) Given the product [N+:18]([C:15]1[CH:14]=[CH:13][C:12]([O:11][CH2:10][C:7]2[CH:8]=[CH:9][C:4]([C:3]([OH:21])=[O:2])=[CH:5][CH:6]=2)=[CH:17][CH:16]=1)([O-:20])=[O:19], predict the reactants needed to synthesize it. The reactants are: C[O:2][C:3](=[O:21])[C:4]1[CH:9]=[CH:8][C:7]([CH2:10][O:11][C:12]2[CH:17]=[CH:16][C:15]([N+:18]([O-:20])=[O:19])=[CH:14][CH:13]=2)=[CH:6][CH:5]=1.Cl. (4) Given the product [CH3:9][O:10][C:11](=[O:22])[C:12]1[CH:13]=[CH:14][C:15]([N+:18]([O-:20])=[O:19])=[C:16]([O:1][CH:2]2[CH2:6][CH2:5][O:4][CH2:3]2)[CH:17]=1, predict the reactants needed to synthesize it. The reactants are: [OH:1][CH:2]1[CH2:6][CH2:5][O:4][CH2:3]1.[H-].[Na+].[CH3:9][O:10][C:11](=[O:22])[C:12]1[CH:17]=[CH:16][C:15]([N+:18]([O-:20])=[O:19])=[C:14](F)[CH:13]=1. (5) Given the product [N:13]1([C:18]2[S:19][CH:20]=[CH:21][C:22]=2[NH:23][C:10](=[O:12])[CH2:9][C:6]2[CH:5]=[CH:4][C:3]([O:2][CH3:1])=[CH:8][CH:7]=2)[CH:17]=[N:16][CH:15]=[N:14]1, predict the reactants needed to synthesize it. The reactants are: [CH3:1][O:2][C:3]1[CH:8]=[CH:7][C:6]([CH2:9][C:10]([OH:12])=O)=[CH:5][CH:4]=1.[N:13]1([C:18]2[S:19][CH:20]=[CH:21][C:22]=2[NH2:23])[CH:17]=[N:16][CH:15]=[N:14]1. (6) Given the product [Cl:27][C:21]1[CH:22]=[C:23]([F:26])[CH:24]=[CH:25][C:20]=1[CH2:19][NH:18][C:16](=[O:17])[CH2:15][C:12]1[C:11]([CH3:28])=[N:10][N:9]([CH2:8][CH2:7][N:31]2[CH2:36][CH2:35][O:34][CH2:33][CH2:32]2)[C:13]=1[CH3:14], predict the reactants needed to synthesize it. The reactants are: FC(F)(F)S(O[CH2:7][CH2:8][N:9]1[C:13]([CH3:14])=[C:12]([CH2:15][C:16]([NH:18][CH2:19][C:20]2[CH:25]=[CH:24][C:23]([F:26])=[CH:22][C:21]=2[Cl:27])=[O:17])[C:11]([CH3:28])=[N:10]1)(=O)=O.[NH:31]1[CH2:36][CH2:35][O:34][CH2:33][CH2:32]1. (7) Given the product [Cl:7][CH:8]=[C:29]1[CH:35]=[CH:34][C:33]2[CH:36]=[C:37]([C:40]([O:42][CH3:43])=[O:41])[CH:38]=[CH:39][C:32]=2[O:31][CH2:30]1, predict the reactants needed to synthesize it. The reactants are: C([Li])CCC.[Cl-].[Cl:7][CH2:8][P+](C1C=CC=CC=1)(C1C=CC=CC=1)C1C=CC=CC=1.O=[C:29]1[CH:35]=[CH:34][C:33]2[CH:36]=[C:37]([C:40]([O:42][CH3:43])=[O:41])[CH:38]=[CH:39][C:32]=2[O:31][CH2:30]1.Cl. (8) Given the product [Cl:1][C:2]1[CH:7]=[C:6]2[NH:8][C:9](=[O:39])[C:10]3([CH:15]([C:16]4[CH:21]=[C:20]([Cl:22])[CH:19]=[CH:18][C:17]=4[O:23][C:53]([CH3:54])([C:80](=[O:81])[NH:44][CH2:43][C:42]([F:46])([F:45])[F:41])[CH3:52])[CH2:14][C:13](=[O:30])[NH:12][CH:11]3[C:31]3[CH:36]=[C:35]([F:37])[CH:34]=[CH:33][C:32]=3[CH3:38])[C:5]2=[CH:4][CH:3]=1, predict the reactants needed to synthesize it. The reactants are: [Cl:1][C:2]1[CH:7]=[C:6]2[NH:8][C:9](=[O:39])[C:10]3([CH:15]([C:16]4[CH:21]=[C:20]([Cl:22])[CH:19]=[CH:18][C:17]=4[O:23]CC(C(O)=O)C)[CH2:14][C:13](=[O:30])[NH:12][CH:11]3[C:31]3[CH:36]=[C:35]([F:37])[CH:34]=[CH:33][C:32]=3[CH3:38])[C:5]2=[CH:4][CH:3]=1.Cl.[F:41][C:42]([F:46])([F:45])[CH2:43][NH2:44].CCN=C=N[CH2:52][CH2:53][CH2:54]N(C)C.Cl.C1C=CC2N(O)N=NC=2C=1.CCN(C(C)C)C(C)C.C1C[O:81][CH2:80]C1.